Dataset: Reaction yield outcomes from USPTO patents with 853,638 reactions. Task: Predict the reaction yield, written as a fraction of the theoretical maximum amount of product (1.0 means a 100% yield; for example, 0.34 means a 34% yield). (1) The reactants are [CH3:1][N:2]1[CH2:7][CH2:6][NH:5][CH2:4][CH2:3]1.ClC1C=CC(N2C=CN=N2)=CC=1C(NC(=O)[NH:15][C:16]1[S:17][C:18]2[CH:24]=[C:23]([S:25]([CH3:28])(=[O:27])=[O:26])[CH:22]=[CH:21][C:19]=2[N:20]=1)=O.C(=O)([O-])[O-].[K+].[K+].[CH2:45]1COC[CH2:46]1. No catalyst specified. The product is [CH3:1][N:2]1[CH2:7][CH2:6][N:5]([CH2:45][CH2:46][CH2:28][S:25]([C:23]2[CH:22]=[CH:21][C:19]3[N:20]=[C:16]([NH2:15])[S:17][C:18]=3[CH:24]=2)(=[O:26])=[O:27])[CH2:4][CH2:3]1. The yield is 0.0700. (2) The catalyst is CN(C)C=O.C([O-])(=O)C.[Pd+2].C([O-])(=O)C. The product is [CH3:1][O:2][C:3](=[O:26])[CH2:4][CH2:5][C:6]1[CH:11]=[C:10]([Br:12])[C:9]([O:13][C:14]2[CH:15]=[C:16](/[CH:35]=[CH:34]/[C:36]3[CH:41]=[CH:40][N:39]=[CH:38][CH:37]=3)[C:17]([OH:23])=[C:18]([CH:20]([CH3:22])[CH3:21])[CH:19]=2)=[C:8]([Br:25])[CH:7]=1. The reactants are [CH3:1][O:2][C:3](=[O:26])[CH2:4][CH2:5][C:6]1[CH:11]=[C:10]([Br:12])[C:9]([O:13][C:14]2[CH:19]=[C:18]([CH:20]([CH3:22])[CH3:21])[C:17]([OH:23])=[C:16](I)[CH:15]=2)=[C:8]([Br:25])[CH:7]=1.C(N(CC)CC)C.[CH:34]([C:36]1[CH:41]=[CH:40][N:39]=[CH:38][CH:37]=1)=[CH2:35]. The yield is 0.420. (3) The reactants are [CH2:1]([C:4]1(CCO)OCCC[O:5]1)[CH2:2][CH3:3].C(OCC)(=O)CC(C)=O.[CH3:22][C:23]([CH3:28])([CH2:26][OH:27])[CH2:24][OH:25]. No catalyst specified. The product is [CH3:3][C:2]1([CH2:1][CH2:4][OH:5])[O:27][CH2:26][C:23]([CH3:28])([CH3:22])[CH2:24][O:25]1. The yield is 0.550. (4) The reactants are S(=O)(=O)(O)N.Cl([O-])=O.[Na+].[CH3:10][C:11]1[CH:12]=[C:13]([CH2:19][CH2:20][CH2:21][CH:22]=[O:23])[CH:14]=[CH:15][C:16]=1[O:17][CH3:18].C([O:26]CC)C. The catalyst is O1CCOCC1. The product is [CH3:10][C:11]1[CH:12]=[C:13]([CH2:19][CH2:20][CH2:21][C:22]([OH:26])=[O:23])[CH:14]=[CH:15][C:16]=1[O:17][CH3:18]. The yield is 0.600. (5) The reactants are [NH2:1][CH:2]([CH3:13])[C:3]([N:5]1[CH2:10][CH2:9][S:8](=[O:12])(=[O:11])[CH2:7][CH2:6]1)=O. The catalyst is C1COCC1. The product is [O:12]=[S:8]1(=[O:11])[CH2:9][CH2:10][N:5]([CH2:3][C@@H:2]([NH2:1])[CH3:13])[CH2:6][CH2:7]1. The yield is 0.900. (6) The reactants are Cl[C:2]1[N:7]=[C:6]([O:8][CH3:9])[N:5]=[C:4]([O:10][CH3:11])[N:3]=1.[C:12]([O:16][C:17]([N:19]1[CH2:24][CH2:23][CH:22]([NH2:25])[CH2:21][CH2:20]1)=[O:18])([CH3:15])([CH3:14])[CH3:13]. The catalyst is C(#N)C. The product is [C:12]([O:16][C:17]([N:19]1[CH2:24][CH2:23][CH:22]([NH:25][C:2]2[N:7]=[C:6]([O:8][CH3:9])[N:5]=[C:4]([O:10][CH3:11])[N:3]=2)[CH2:21][CH2:20]1)=[O:18])([CH3:15])([CH3:13])[CH3:14]. The yield is 1.00. (7) The reactants are [Cl:1][C:2]1[CH:7]=[CH:6][C:5]([NH:8][C:9]([C:11]2[CH:12]=[C:13]([CH:25]=[CH:26][CH:27]=2)[CH2:14][S:15][CH2:16][CH2:17][C:18]([O:20]C(C)(C)C)=[O:19])=[O:10])=[C:4]([C:28](=[O:43])[NH:29][C:30]2[CH:34]=[CH:33][N:32]([C:35]3[CH:40]=[CH:39][C:38]([CH3:41])=[C:37]([CH3:42])[CH:36]=3)[N:31]=2)[CH:3]=1.FC(F)(F)C(O)=O. The catalyst is ClCCl. The product is [Cl:1][C:2]1[CH:7]=[CH:6][C:5]([NH:8][C:9]([C:11]2[CH:12]=[C:13]([CH:25]=[CH:26][CH:27]=2)[CH2:14][S:15][CH2:16][CH2:17][C:18]([OH:20])=[O:19])=[O:10])=[C:4]([C:28](=[O:43])[NH:29][C:30]2[CH:34]=[CH:33][N:32]([C:35]3[CH:40]=[CH:39][C:38]([CH3:41])=[C:37]([CH3:42])[CH:36]=3)[N:31]=2)[CH:3]=1. The yield is 0.270. (8) The product is [Br:1][C:2]1[CH:12]=[CH:11][C:10]([S:13]([NH:17][C:18]2[N:19]=[CH:20][C:21]3[C:26]([C:27]=2[CH:28]2[CH2:30][CH2:29]2)=[CH:25][CH:24]=[CH:23][CH:22]=3)(=[O:15])=[O:14])=[CH:9][C:3]=1[C:4]([O:6][CH2:7][CH3:8])=[O:5]. The yield is 0.860. The catalyst is N1C=CC=CC=1. The reactants are [Br:1][C:2]1[CH:12]=[CH:11][C:10]([S:13](Cl)(=[O:15])=[O:14])=[CH:9][C:3]=1[C:4]([O:6][CH2:7][CH3:8])=[O:5].[NH2:17][C:18]1[N:19]=[CH:20][C:21]2[C:26]([C:27]=1[CH:28]1[CH2:30][CH2:29]1)=[CH:25][CH:24]=[CH:23][CH:22]=2.C(OCC)(=O)C.C(O)(=O)CC(CC(O)=O)(C(O)=O)O. (9) The reactants are [CH3:1][O:2][CH2:3][CH2:4][NH2:5].[Br:6][C:7]1[CH:8]=[N:9][N:10]([CH2:12][CH2:13]Cl)[CH:11]=1. The catalyst is CS(C)=O.CCOC(C)=O. The product is [Br:6][C:7]1[CH:8]=[N:9][N:10]([CH2:12][CH2:13][NH:5][CH2:4][CH2:3][O:2][CH3:1])[CH:11]=1. The yield is 0.990.